This data is from Forward reaction prediction with 1.9M reactions from USPTO patents (1976-2016). The task is: Predict the product of the given reaction. Given the reactants [O:1]1[C:6]2[CH:7]=[CH:8][C:9]([CH2:11][N:12]([CH:20]3[CH2:25][CH2:24][N:23]([CH2:26][CH2:27][N:28]4[C:37]5[C:32](=[CH:33][CH:34]=[CH:35][CH:36]=5)[C:31]([C:38]([O:40][CH3:41])=[O:39])=[CH:30][C:29]4=[O:42])[CH2:22][CH2:21]3)C(=O)OC(C)(C)C)=[CH:10][C:5]=2[O:4][CH2:3][CH2:2]1.[ClH:43].C(OCC)(=O)C, predict the reaction product. The product is: [ClH:43].[O:1]1[C:6]2[CH:7]=[CH:8][C:9]([CH2:11][NH:12][CH:20]3[CH2:25][CH2:24][N:23]([CH2:26][CH2:27][N:28]4[C:37]5[C:32](=[CH:33][CH:34]=[CH:35][CH:36]=5)[C:31]([C:38]([O:40][CH3:41])=[O:39])=[CH:30][C:29]4=[O:42])[CH2:22][CH2:21]3)=[CH:10][C:5]=2[O:4][CH2:3][CH2:2]1.